Task: Predict the reactants needed to synthesize the given product.. Dataset: Full USPTO retrosynthesis dataset with 1.9M reactions from patents (1976-2016) (1) Given the product [Cl:5][C:6]1[CH:7]=[C:8]([CH:28]=[CH:29][CH:30]=1)[CH2:9][NH:10][C:11]1[C:12]2[CH:19]=[C:18]([C:20]3[CH:25]=[CH:24][C:23]([CH2:26][Cl:3])=[CH:22][CH:21]=3)[NH:17][C:13]=2[N:14]=[CH:15][N:16]=1, predict the reactants needed to synthesize it. The reactants are: S(Cl)([Cl:3])=O.[Cl:5][C:6]1[CH:7]=[C:8]([CH:28]=[CH:29][CH:30]=1)[CH2:9][NH:10][C:11]1[C:12]2[CH:19]=[C:18]([C:20]3[CH:25]=[CH:24][C:23]([CH2:26]O)=[CH:22][CH:21]=3)[NH:17][C:13]=2[N:14]=[CH:15][N:16]=1. (2) Given the product [CH3:32][N:33]1[CH2:38][CH2:37][N:36]([C:3]2[S:4][C:5](=[CH:9][C:10]3[CH:11]=[C:12]4[C:16](=[CH:17][CH:18]=3)[N:15]([CH2:19][C:20]3[CH:27]=[CH:26][C:23]([C:24]#[N:25])=[CH:22][C:21]=3[C:28]([F:30])([F:31])[F:29])[N:14]=[CH:13]4)[C:6](=[O:8])[N:7]=2)[CH2:35][CH2:34]1, predict the reactants needed to synthesize it. The reactants are: CS[C:3]1[S:4][C:5](=[CH:9][C:10]2[CH:11]=[C:12]3[C:16](=[CH:17][CH:18]=2)[N:15]([CH2:19][C:20]2[CH:27]=[CH:26][C:23]([C:24]#[N:25])=[CH:22][C:21]=2[C:28]([F:31])([F:30])[F:29])[N:14]=[CH:13]3)[C:6](=[O:8])[N:7]=1.[CH3:32][N:33]1[CH2:38][CH2:37][NH:36][CH2:35][CH2:34]1. (3) Given the product [Cl:1][C:2]1[CH:7]=[C:6]([O:8][C:9]2[CH:10]=[C:11]([NH2:15])[CH:12]=[CH:13][CH:14]=2)[CH:5]=[N:4][CH:3]=1, predict the reactants needed to synthesize it. The reactants are: [Cl:1][C:2]1[CH:3]=[N:4][CH:5]=[C:6]([O:8][C:9]2[CH:14]=[CH:13][CH:12]=[C:11]([N+:15]([O-])=O)[CH:10]=2)[CH:7]=1. (4) Given the product [CH:2]([C:3]1[CH:4]=[C:5]2[C:10](=[CH:11][CH:12]=1)[N:9]=[CH:8][C:7]([C:13]#[N:14])=[C:6]2[C:15]1[CH:16]=[N:17][CH:18]=[CH:19][CH:20]=1)=[O:1], predict the reactants needed to synthesize it. The reactants are: [OH:1][CH2:2][C:3]1[CH:4]=[C:5]2[C:10](=[CH:11][CH:12]=1)[N:9]=[CH:8][C:7]([C:13]#[N:14])=[C:6]2[C:15]1[CH:16]=[N:17][CH:18]=[CH:19][CH:20]=1. (5) Given the product [CH3:27][C:22]1([CH3:28])[C:23]([CH3:26])([CH3:25])[O:24][B:20]([C:7]2[CH:12]=[CH:11][C:10]([C:13]3[O:14][CH:15]=[N:16][N:17]=3)=[CH:9][CH:8]=2)[O:21]1, predict the reactants needed to synthesize it. The reactants are: FC(F)(F)S(O[C:7]1[CH:12]=[CH:11][C:10]([C:13]2[O:14][CH:15]=[N:16][N:17]=2)=[CH:9][CH:8]=1)(=O)=O.[B:20]1([B:20]2[O:24][C:23]([CH3:26])([CH3:25])[C:22]([CH3:28])([CH3:27])[O:21]2)[O:24][C:23]([CH3:26])([CH3:25])[C:22]([CH3:28])([CH3:27])[O:21]1.C([O-])(=O)C.[K+]. (6) Given the product [N:43]1([C:2]2[C:11]([O:12][CH2:13][CH:14]3[CH2:16][CH2:15]3)=[C:10]([Cl:17])[C:9]3[C:4](=[CH:5][CH:6]=[C:7]([C:18]([C:30]4[N:34]([CH3:35])[CH:33]=[N:32][CH:31]=4)([C:20]4[CH:21]=[N:22][C:23]([C:26]([F:28])([F:29])[F:27])=[CH:24][CH:25]=4)[OH:19])[CH:8]=3)[N:3]=2)[CH2:46][CH2:45][CH2:44]1, predict the reactants needed to synthesize it. The reactants are: Cl[C:2]1[C:11]([O:12][CH2:13][CH:14]2[CH2:16][CH2:15]2)=[C:10]([Cl:17])[C:9]2[C:4](=[CH:5][CH:6]=[C:7]([C:18]([C:30]3[N:34]([CH3:35])[CH:33]=[N:32][CH:31]=3)([C:20]3[CH:21]=[N:22][C:23]([C:26]([F:29])([F:28])[F:27])=[CH:24][CH:25]=3)[OH:19])[CH:8]=2)[N:3]=1.C(O)(C(F)(F)F)=O.[NH:43]1[CH2:46][CH2:45][CH2:44]1. (7) Given the product [F:57][C:58]1[C:63]([S:64]([O-:67])(=[O:66])=[O:65])=[C:62]([F:68])[C:61]([F:69])=[C:60]([F:70])[C:59]=1[F:71].[C:24]([C:21]1[CH:22]=[CH:23][C:18]([I+:17][C:14]2[CH:15]=[CH:16][C:11]([C:6]([CH2:9][CH3:10])([CH3:8])[CH3:7])=[CH:12][CH:13]=2)=[CH:19][CH:20]=1)([CH2:27][CH3:28])([CH3:26])[CH3:25], predict the reactants needed to synthesize it. The reactants are: S([O-])([O-])(=O)=O.[C:6]([C:11]1[CH:16]=[CH:15][C:14]([I+:17][C:18]2[CH:23]=[CH:22][C:21]([C:24]([CH2:27][CH3:28])([CH3:26])[CH3:25])=[CH:20][CH:19]=2)=[CH:13][CH:12]=1)([CH2:9][CH3:10])([CH3:8])[CH3:7].[C:24]([C:21]1[CH:22]=[CH:23][C:18]([I+:17][C:14]2[CH:15]=[CH:16][C:11]([C:6]([CH2:9][CH3:10])([CH3:8])[CH3:7])=[CH:12][CH:13]=2)=[CH:19][CH:20]=1)([CH2:27][CH3:28])([CH3:26])[CH3:25].C[N+](C)(C)C.[F:57][C:58]1[C:63]([S:64]([O-:67])(=[O:66])=[O:65])=[C:62]([F:68])[C:61]([F:69])=[C:60]([F:70])[C:59]=1[F:71]. (8) Given the product [CH2:1]([O:8][C:9]1[CH:10]=[CH:11][C:12]([C:15]2[C:16]([C:24]3[CH:29]=[CH:28][N:27]=[CH:26][CH:25]=3)=[CH:17][CH:18]=[CH:19][C:20]=2[NH2:21])=[CH:13][CH:14]=1)[C:2]1[CH:3]=[CH:4][CH:5]=[CH:6][CH:7]=1, predict the reactants needed to synthesize it. The reactants are: [CH2:1]([O:8][C:9]1[CH:14]=[CH:13][C:12]([C:15]2[C:20]([N+:21]([O-])=O)=[CH:19][CH:18]=[CH:17][C:16]=2[C:24]2[CH:29]=[CH:28][N:27]=[CH:26][CH:25]=2)=[CH:11][CH:10]=1)[C:2]1[CH:7]=[CH:6][CH:5]=[CH:4][CH:3]=1.Cl[Sn]Cl. (9) Given the product [I:12][C:4]1[N:3]=[C:2]([NH2:1])[C:7]([N+:8]([O-:10])=[O:9])=[CH:6][CH:5]=1, predict the reactants needed to synthesize it. The reactants are: [NH2:1][C:2]1[C:7]([N+:8]([O-:10])=[O:9])=[CH:6][CH:5]=[C:4](Cl)[N:3]=1.[IH:12]. (10) Given the product [C:1]([O:5][C:6]([N:8]1[CH2:12][CH2:11][CH2:10][C@@H:9]1[C:13]1[N:14]=[N:15][N:16]([C:18]2[CH:23]=[CH:22][CH:21]=[C:20]([C:26]#[N:27])[CH:19]=2)[N:17]=1)=[O:7])([CH3:4])([CH3:3])[CH3:2], predict the reactants needed to synthesize it. The reactants are: [C:1]([O:5][C:6]([N:8]1[CH2:12][CH2:11][CH2:10][C@@H:9]1[C:13]1[N:14]=[N:15][N:16]([C:18]2[CH:23]=[CH:22][CH:21]=[C:20](Br)[CH:19]=2)[N:17]=1)=[O:7])([CH3:4])([CH3:3])[CH3:2].O.[CH3:26][N:27](C=O)C.